This data is from Catalyst prediction with 721,799 reactions and 888 catalyst types from USPTO. The task is: Predict which catalyst facilitates the given reaction. Product: [P:1]([OH:8])([O:13][CH2:14][N:15]1[C:19]2=[C:20]([N:26]3[CH:30]=[N:29][C:28]([CH3:31])=[N:27]3)[N:21]=[CH:22][C:23]([O:24][CH3:25])=[C:18]2[C:17]([C:32](=[O:50])[C:33]([N:35]2[CH2:36][CH2:37][C:38](=[C:41]([C:48]#[N:49])[C:42]3[CH:47]=[CH:46][CH:45]=[CH:44][N:43]=3)[CH2:39][CH2:40]2)=[O:34])=[CH:16]1)([O:3][C:4]([CH3:7])([CH3:6])[CH3:5])=[O:2].[P:1]([OH:3])([OH:8])([O:13][CH2:14][N:15]1[C:19]2=[C:20]([N:26]3[CH:30]=[N:29][C:28]([CH3:31])=[N:27]3)[N:21]=[CH:22][C:23]([O:24][CH3:25])=[C:18]2[C:17]([C:32](=[O:50])[C:33]([N:35]2[CH2:36][CH2:37][C:38](=[C:41]([C:48]#[N:49])[C:42]3[CH:47]=[CH:46][CH:45]=[CH:44][N:43]=3)[CH2:39][CH2:40]2)=[O:34])=[CH:16]1)=[O:2]. Reactant: [P:1]([O:13][CH2:14][N:15]1[C:19]2=[C:20]([N:26]3[CH:30]=[N:29][C:28]([CH3:31])=[N:27]3)[N:21]=[CH:22][C:23]([O:24][CH3:25])=[C:18]2[C:17]([C:32](=[O:50])[C:33]([N:35]2[CH2:40][CH2:39][C:38](=[C:41]([C:48]#[N:49])[C:42]3[CH:47]=[CH:46][CH:45]=[CH:44][N:43]=3)[CH2:37][CH2:36]2)=[O:34])=[CH:16]1)([O:8]C(C)(C)C)([O:3][C:4]([CH3:7])([CH3:6])[CH3:5])=[O:2]. The catalyst class is: 631.